From a dataset of Catalyst prediction with 721,799 reactions and 888 catalyst types from USPTO. Predict which catalyst facilitates the given reaction. (1) Reactant: [CH3:1][O:2][C:3]1[CH:8]=[C:7]([NH2:9])[CH:6]=[CH:5][N:4]=1.C[Si]([N-][Si](C)(C)C)(C)C.[Li+].[Cl:20][C:21]1[CH:49]=[CH:48][C:24]([CH2:25][N:26]2[C:34]3[C:29](=[CH:30][C:31]([C:35](=[O:39])[N:36]([CH3:38])[CH3:37])=[CH:32][CH:33]=3)[C:28]([C:40](=[O:46])[C:41](OCC)=[O:42])=[C:27]2[CH3:47])=[CH:23][CH:22]=1.COC1C=C(C(N)=O)C=CN=1.[Li].C(P1(=O)OP(CCC)(=O)OP(CCC)(=O)O1)CC. Product: [Cl:20][C:21]1[CH:22]=[CH:23][C:24]([CH2:25][N:26]2[C:34]3[C:29](=[CH:30][C:31]([C:35]([N:36]([CH3:38])[CH3:37])=[O:39])=[CH:32][CH:33]=3)[C:28]([C:40](=[O:46])[C:41]([NH:9][C:7]3[CH:6]=[CH:5][N:4]=[C:3]([O:2][CH3:1])[CH:8]=3)=[O:42])=[C:27]2[CH3:47])=[CH:48][CH:49]=1. The catalyst class is: 7. (2) Reactant: [CH2:1]([O:9][C:10]1[CH:11]=[C:12]([N+:25]([O-])=O)[CH:13]=[CH:14][C:15]=1[O:16][CH2:17][CH2:18][CH2:19][CH2:20][CH2:21][CH2:22][CH2:23][CH3:24])[CH2:2][CH2:3][CH2:4][CH2:5][CH2:6][CH2:7][CH3:8].[H][H]. Product: [CH2:1]([O:9][C:10]1[CH:11]=[C:12]([CH:13]=[CH:14][C:15]=1[O:16][CH2:17][CH2:18][CH2:19][CH2:20][CH2:21][CH2:22][CH2:23][CH3:24])[NH2:25])[CH2:2][CH2:3][CH2:4][CH2:5][CH2:6][CH2:7][CH3:8]. The catalyst class is: 78.